Task: Predict the reaction yield, written as a fraction of the theoretical maximum amount of product (1.0 means a 100% yield; for example, 0.34 means a 34% yield).. Dataset: Reaction yield outcomes from USPTO patents with 853,638 reactions (1) The reactants are Br[CH2:2][CH2:3][C:4]1[CH:9]=[CH:8][C:7]([N+:10]([O-:12])=[O:11])=[CH:6][CH:5]=1.[C:13]([O-:16])(=[S:15])[CH3:14].[K+]. The catalyst is CS(C)=O.CCOC(C)=O. The product is [N+:10]([C:7]1[CH:8]=[CH:9][C:4]([CH2:3][CH2:2][S:15][C:13](=[O:16])[CH3:14])=[CH:5][CH:6]=1)([O-:12])=[O:11]. The yield is 0.760. (2) The reactants are C[Si]([N-][Si](C)(C)C)(C)C.[K+].[Cl:11][C:12]1[N:16]([C:17]2[CH:22]=[CH:21][C:20]([O:23][CH3:24])=[CH:19][CH:18]=2)[C:15]([C:25](OCC)=[O:26])=[C:14]([NH:30][C:31](=[O:40])[CH2:32][C:33]2[CH:38]=[CH:37][CH:36]=[CH:35][C:34]=2[F:39])[CH:13]=1. The catalyst is C1COCC1. The product is [Cl:11][C:12]1[N:16]([C:17]2[CH:22]=[CH:21][C:20]([O:23][CH3:24])=[CH:19][CH:18]=2)[C:15]2[C:25]([OH:26])=[C:32]([C:33]3[CH:38]=[CH:37][CH:36]=[CH:35][C:34]=3[F:39])[C:31](=[O:40])[NH:30][C:14]=2[CH:13]=1. The yield is 0.209. (3) The reactants are [CH3:1][C:2]1[CH:10]=[CH:9][CH:8]=[C:7]2[C:3]=1[CH2:4][C:5](=[O:11])[NH:6]2.[I:12]N1C(=O)CCC1=O. The catalyst is C(O)(=O)C.O. The product is [I:12][C:10]1[C:2]([CH3:1])=[C:3]2[C:7](=[CH:8][CH:9]=1)[NH:6][C:5](=[O:11])[CH2:4]2. The yield is 0.880. (4) The catalyst is COCCOC.C1C=CC([P]([Pd]([P](C2C=CC=CC=2)(C2C=CC=CC=2)C2C=CC=CC=2)([P](C2C=CC=CC=2)(C2C=CC=CC=2)C2C=CC=CC=2)[P](C2C=CC=CC=2)(C2C=CC=CC=2)C2C=CC=CC=2)(C2C=CC=CC=2)C2C=CC=CC=2)=CC=1. The product is [CH:22]1([C:3]2[C:4]3[CH:9]=[CH:8][C:7]([C:10]([O:12][CH2:13][CH3:14])=[O:11])=[N:6][C:5]=3[N:15]3[C:2]=2[C:36]2[CH:41]=[CH:40][CH:39]=[CH:38][C:37]=2[NH:42][C:17](=[O:18])[CH2:16]3)[CH2:23][CH2:24][CH2:25][CH2:26][CH2:27]1. The reactants are Br[C:2]1[N:15]([CH2:16][C:17](OCC)=[O:18])[C:5]2=[N:6][C:7]([C:10]([O:12][CH2:13][CH3:14])=[O:11])=[CH:8][CH:9]=[C:4]2[C:3]=1[CH:22]1[CH2:27][CH2:26][CH2:25][CH2:24][CH2:23]1.CC1(C)C(C)(C)OB([C:36]2[CH:41]=[CH:40][CH:39]=[CH:38][C:37]=2[NH2:42])O1.O.C(=O)([O-])O.[Na+]. The yield is 0.260. (5) The reactants are [F:1][C:2]1[C:14]([NH:15][CH2:16][C:17]2[CH:22]=[C:21]([OH:23])[CH:20]=[C:19]([C:24]3[CH:29]=[CH:28][CH:27]=[C:26]([F:30])[CH:25]=3)[CH:18]=2)=[C:13]([F:31])[CH:12]=[CH:11][C:3]=1[O:4][CH2:5][C:6]([O:8]CC)=[O:7].[OH-].[Na+]. The catalyst is C1COCC1. The product is [F:1][C:2]1[C:14]([NH:15][CH2:16][C:17]2[CH:22]=[C:21]([OH:23])[CH:20]=[C:19]([C:24]3[CH:29]=[CH:28][CH:27]=[C:26]([F:30])[CH:25]=3)[CH:18]=2)=[C:13]([F:31])[CH:12]=[CH:11][C:3]=1[O:4][CH2:5][C:6]([OH:8])=[O:7]. The yield is 0.910. (6) The product is [OH:5][NH:6][C:7](=[O:51])[CH2:8][CH2:9][CH2:10][CH2:11][CH2:12][CH2:13][C:14]([NH:16][C:17]1[CH:18]=[CH:19][C:20]([C:23]([OH:50])([C:24](=[O:36])[NH:25][C:26]2[CH:27]=[CH:28][CH:29]=[C:30]3[C:35]=2[N:34]=[CH:33][CH:32]=[CH:31]3)[C:37](=[O:49])[NH:38][C:39]2[CH:40]=[CH:41][CH:42]=[C:43]3[C:48]=2[N:47]=[CH:46][CH:45]=[CH:44]3)=[CH:21][CH:22]=1)=[O:15]. The yield is 0.640. The catalyst is C(Cl)Cl. The reactants are C([O:5][NH:6][C:7](=[O:51])[CH2:8][CH2:9][CH2:10][CH2:11][CH2:12][CH2:13][C:14]([NH:16][C:17]1[CH:22]=[CH:21][C:20]([C:23]([OH:50])([C:37](=[O:49])[NH:38][C:39]2[CH:40]=[CH:41][CH:42]=[C:43]3[C:48]=2[N:47]=[CH:46][CH:45]=[CH:44]3)[C:24](=[O:36])[NH:25][C:26]2[CH:27]=[CH:28][CH:29]=[C:30]3[C:35]=2[N:34]=[CH:33][CH:32]=[CH:31]3)=[CH:19][CH:18]=1)=[O:15])(C)(C)C.FC(F)(F)C(O)=O. (7) The catalyst is CN(C=O)C.O. The product is [O:1]1[C:5]2[CH:6]=[CH:7][CH:8]=[CH:9][C:4]=2[N:3]=[C:2]1[C:10]1[CH:11]=[CH:12][C:13]2[N:17]([CH:18]3[CH2:23][CH2:22][O:21][CH2:20][CH2:19]3)[C:29]([C:25]3[S:24][CH:28]=[CH:27][CH:26]=3)=[N:15][C:14]=2[CH:16]=1. The reactants are [O:1]1[C:5]2[CH:6]=[CH:7][CH:8]=[CH:9][C:4]=2[N:3]=[C:2]1[C:10]1[CH:11]=[CH:12][C:13]([NH:17][CH:18]2[CH2:23][CH2:22][O:21][CH2:20][CH2:19]2)=[C:14]([CH:16]=1)[NH2:15].[S:24]1[CH:28]=[CH:27][CH:26]=[C:25]1[CH:29]=O.OOS([O-])=O.[K+].C(=O)([O-])[O-].[K+].[K+]. The yield is 0.360.